Binary Classification. Given a T-cell receptor sequence (or CDR3 region) and an epitope sequence, predict whether binding occurs between them. From a dataset of TCR-epitope binding with 47,182 pairs between 192 epitopes and 23,139 TCRs. (1) The epitope is LLWNGPMAV. The TCR CDR3 sequence is CASSPTMHYEQYF. Result: 1 (the TCR binds to the epitope). (2) The epitope is SEPVLKGVKL. The TCR CDR3 sequence is CSVVMGYEQYF. Result: 0 (the TCR does not bind to the epitope). (3) The epitope is KLPDDFTGCV. The TCR CDR3 sequence is CASSSAGTSGSTDTQYF. Result: 1 (the TCR binds to the epitope). (4) The epitope is YLNTLTLAV. The TCR CDR3 sequence is CASSPGTANTGELFF. Result: 1 (the TCR binds to the epitope). (5) The TCR CDR3 sequence is CASSTPGQGSGANVLTF. Result: 1 (the TCR binds to the epitope). The epitope is KAYNVTQAF. (6) The epitope is ALSKGVHFV. The TCR CDR3 sequence is GKGGDFSYEQYF. Result: 1 (the TCR binds to the epitope). (7) The epitope is LLFNKVTLA. The TCR CDR3 sequence is CASRPTSTPYNEQFF. Result: 0 (the TCR does not bind to the epitope). (8) The epitope is FPPTSFGPL. The TCR CDR3 sequence is CASSGMRDRGHYGYTF. Result: 1 (the TCR binds to the epitope). (9) The epitope is LPPAYTNSF. The TCR CDR3 sequence is CASEEVYEQYF. Result: 0 (the TCR does not bind to the epitope). (10) The epitope is KEIDRLNEV. The TCR CDR3 sequence is CSVVGRYYEQYF. Result: 0 (the TCR does not bind to the epitope).